From a dataset of B-cell epitopes from IEDB database with 3,159 antigens for binding position prediction. Token-level Classification. Given an antigen amino acid sequence, predict which amino acid positions are active epitope sites capable of antibody binding. Output is a list of indices for active positions. (1) Given the antigen sequence: MELTAVLLLLGLCSAGTVLGSEHETRLVAKLFKDYSSVVRPVGDHREIVQVTVGLQLIQLINVDEVNQIVTTNVRLKQQWVDYNLKWNPDDYGGVKKIHIPSEKIWRPDVVLYNNADGDFAIVKFTKVLLDYTGHITWTPPAIFKSYCEIIVTHFPFDEQNCSMKLGTWTYDGSVVAINPESDQPDLSNFMESGEWVIKEARGWKHWVFYSCCPNTPYLDITYHFVMQRLPLYFIVNVIIPCLLFSFLTSLVFYLPTDSGEKMTLSISVLLSLTVFLLVIVELIPSTSSAVPLIGKYMLFTMVFVIASIIITVIVINTHHRSPSTHIMPEWVRKVFIDTIPNIMFFSTMKRPSRDKQEKRIFTEDIDISDISGKPGPPPMGFHSPLIKHPEVKSAIEGVKYIAETMKSDQESNNASEEWKYVAMVMDHILLGVFMLVCLIGTLAVFAGRLIELHQQG, which amino acid positions are active epitope sites? The epitope positions are: [116, 117, 118, 119, 120, 121, 122, 123, 124, 125, 126, 127, 128, 129, 130, 131, 132, 133, 134, 135]. The amino acids at these positions are: DGDFAIVKFTKVLLDYTGHI. (2) Given the antigen sequence: MNKVKFYVLFTALLSSLCAHGAPQSITELCSEYHNTQIYTINDKILSYTESMAGKREMVIITFKSGATFQVEVPGSQHIDSQKKAIERMKDTLRITYLTETKIDKLCVWNNKTPNSIAAISMEN, which amino acid positions are active epitope sites? The epitope positions are: [79, 80, 81, 82, 83, 84, 85, 86, 87, 88]. The amino acids at these positions are: DSQKKAIERM. (3) The epitope positions are: [84, 85, 86, 87, 88, 89, 90, 91, 92]. The amino acids at these positions are: DITAGTEAA. Given the antigen sequence: DVNKEFQMGAAPTTSDVEGLQNDPTTNVARPNPAYGKHMQNLVGLFGTKTQYSKFNTANLVPNTALDRAVVELYTGYVGVEFPLDITAGTEAATGTKAQPKLAEAILDVTTLNPTITGKGAVVSSGSDNELADTMQ, which amino acid positions are active epitope sites? (4) Given the antigen sequence: KIWHHTFYNELCVAAKEHPMLLTEAPLNPKANREKMTQIMFETFNTPAMYVAIQAMLSLYTSGRTTGIVMDSGDGVTHTVPIYDGNALPHAILRVCLAGQDLT, which amino acid positions are active epitope sites? The epitope positions are: [61, 62, 63, 64, 65, 66, 67, 68, 69, 70, 71, 72, 73, 74, 75]. The amino acids at these positions are: SGRTTGIVMDSGDGV.